Predict the product of the given reaction. From a dataset of Forward reaction prediction with 1.9M reactions from USPTO patents (1976-2016). (1) Given the reactants [CH3:1][O:2][C:3](=[O:22])[C:4]1[CH:9]=[CH:8][C:7]([NH:10][CH2:11][CH2:12][NH:13][C:14]([O:16][C:17]([CH3:20])([CH3:19])[CH3:18])=[O:15])=[C:6]([NH2:21])[CH:5]=1.[NH2:23][C:24]1[S:25][C:26]2[CH:32]=[C:31]([O:33][C:34]([F:37])([F:36])[F:35])[CH:30]=[CH:29][C:27]=2[N:28]=1.[C:38](N1C=CN=C1)(N1C=CN=C1)=S.C(Cl)CCl, predict the reaction product. The product is: [CH3:1][O:2][C:3]([C:4]1[CH:9]=[CH:8][C:7]2[N:10]([CH2:11][CH2:12][NH:13][C:14]([O:16][C:17]([CH3:19])([CH3:18])[CH3:20])=[O:15])[C:38]([NH:23][C:24]3[S:25][C:26]4[CH:32]=[C:31]([O:33][C:34]([F:37])([F:35])[F:36])[CH:30]=[CH:29][C:27]=4[N:28]=3)=[N:21][C:6]=2[CH:5]=1)=[O:22]. (2) The product is: [CH:23]([C:20]1[N:19]([C:26]2[CH:31]=[CH:30][CH:29]=[C:28]([O:32][C:2]3[CH:3]=[C:4]([Cl:12])[CH:5]=[C:6]([S:8]([CH3:11])(=[O:10])=[O:9])[CH:7]=3)[CH:27]=2)[C:18]2[CH:17]=[CH:16][CH:15]=[C:14]([Cl:13])[C:22]=2[N:21]=1)([CH3:25])[CH3:24]. Given the reactants Cl[C:2]1[CH:7]=[C:6]([S:8]([CH3:11])(=[O:10])=[O:9])[CH:5]=[C:4]([Cl:12])[CH:3]=1.[Cl:13][C:14]1[C:22]2[N:21]=[C:20]([CH:23]([CH3:25])[CH3:24])[N:19]([C:26]3[CH:27]=[C:28]([OH:32])[CH:29]=[CH:30][CH:31]=3)[C:18]=2[CH:17]=[CH:16][CH:15]=1, predict the reaction product. (3) Given the reactants [CH2:1]([O:8][C:9]([NH:11][C:12]1[C:13]([C:25](O)=[O:26])=[N:14][C:15]2[C:20]([CH:21]=1)=[CH:19][C:18]([F:22])=[C:17]([CH:23]=[CH2:24])[CH:16]=2)=[O:10])[C:2]1[CH:7]=[CH:6][CH:5]=[CH:4][CH:3]=1.[NH2:28][C:29]1[CH:30]=[N:31][CH:32]=[CH:33][C:34]=1[N:35]1[CH2:40][CH2:39][CH2:38][C@H:37]([NH:41][C:42](=[O:51])[O:43][CH2:44][C:45]2[CH:50]=[CH:49][CH:48]=[CH:47][CH:46]=2)[CH2:36]1.CN(C(ON1N=NC2C=CC=NC1=2)=[N+](C)C)C.F[P-](F)(F)(F)(F)F.CCN(C(C)C)C(C)C, predict the reaction product. The product is: [CH2:1]([O:8][C:9]([NH:11][C:12]1[C:13]([C:25]([NH:28][C:29]2[CH:30]=[N:31][CH:32]=[CH:33][C:34]=2[N:35]2[CH2:40][CH2:39][CH2:38][C@H:37]([NH:41][C:42](=[O:51])[O:43][CH2:44][C:45]3[CH:46]=[CH:47][CH:48]=[CH:49][CH:50]=3)[CH2:36]2)=[O:26])=[N:14][C:15]2[C:20]([CH:21]=1)=[CH:19][C:18]([F:22])=[C:17]([CH:23]=[CH2:24])[CH:16]=2)=[O:10])[C:2]1[CH:7]=[CH:6][CH:5]=[CH:4][CH:3]=1. (4) Given the reactants [F:1][C:2]1[CH:7]=[CH:6][C:5]([F:8])=[CH:4][C:3]=1[C@H:9]1[CH2:13][CH2:12][CH2:11][N:10]1[C:14]1[CH:19]=[CH:18][N:17]2[N:20]=[CH:21][C:22]([NH:23][C:24](=[O:29])[C:25]([O:27]C)=[O:26])=[C:16]2[N:15]=1.O[Li].O, predict the reaction product. The product is: [F:1][C:2]1[CH:7]=[CH:6][C:5]([F:8])=[CH:4][C:3]=1[C@H:9]1[CH2:13][CH2:12][CH2:11][N:10]1[C:14]1[CH:19]=[CH:18][N:17]2[N:20]=[CH:21][C:22]([NH:23][C:24](=[O:29])[C:25]([OH:27])=[O:26])=[C:16]2[N:15]=1. (5) Given the reactants [Br:1][C:2]1[CH:7]=[CH:6][C:5]([CH2:8]Br)=[C:4]([CH2:10][CH3:11])[CH:3]=1.C(N(CC)CC)C.[NH:19]1[CH2:24][CH2:23][O:22][CH2:21][CH2:20]1, predict the reaction product. The product is: [Br:1][C:2]1[CH:7]=[CH:6][C:5]([CH2:8][N:19]2[CH2:24][CH2:23][O:22][CH2:21][CH2:20]2)=[C:4]([CH2:10][CH3:11])[CH:3]=1. (6) Given the reactants CN(C=O)C.NC1C=CC(C=C)=CC=1.[CH:15]1[C:20](=[O:21])[CH:19]=[C:18]([C:22]([OH:24])=[O:23])[O:17][C:16]=1[C:25]([OH:27])=[O:26].O.CCN=C=NCCCN(C)C, predict the reaction product. The product is: [CH:15]1[C:20](=[O:21])[CH:19]=[C:18]([C:22]([OH:24])=[O:23])[O:17][C:16]=1[C:25]([OH:27])=[O:26]. (7) The product is: [N:4]12[CH2:9][CH2:8][CH:7]([CH2:6][CH2:5]1)[C@@H:2]([NH:1][C:22]([C:13]1[S:14][C:15]([C:16]3[CH:21]=[CH:20][CH:19]=[CH:18][CH:17]=3)=[C:11]([CH3:10])[N:12]=1)=[O:23])[CH2:3]2. Given the reactants [NH2:1][C@@H:2]1[CH:7]2[CH2:8][CH2:9][N:4]([CH2:5][CH2:6]2)[CH2:3]1.[CH3:10][C:11]1[N:12]=[C:13]([C:22](OCC)=[O:23])[S:14][C:15]=1[C:16]1[CH:21]=[CH:20][CH:19]=[CH:18][CH:17]=1, predict the reaction product.